Dataset: Reaction yield outcomes from USPTO patents with 853,638 reactions. Task: Predict the reaction yield, written as a fraction of the theoretical maximum amount of product (1.0 means a 100% yield; for example, 0.34 means a 34% yield). (1) The reactants are [C:1]([N:4]([C:9]1[CH:14]=[CH:13][C:12]([O:15][C:16]2[CH:21]=[CH:20][C:19]([CH2:22][CH3:23])=[CH:18][C:17]=2[O:24]CC2C=CC=CC=2)=[C:11]([F:32])[CH:10]=1)[CH2:5][CH2:6][CH2:7][NH2:8])(=[O:3])[CH3:2].O1CCCC1. The catalyst is CO. The product is [C:1]([N:4]([C:9]1[CH:14]=[CH:13][C:12]([O:15][C:16]2[CH:21]=[CH:20][C:19]([CH2:22][CH3:23])=[CH:18][C:17]=2[OH:24])=[C:11]([F:32])[CH:10]=1)[CH2:5][CH2:6][CH2:7][NH2:8])(=[O:3])[CH3:2]. The yield is 0.910. (2) The reactants are [NH2:1][C:2]1([C:6]2[CH:11]=[CH:10][C:9]([C:12]3[N:13]=[C:14]4[C:19]([CH3:20])=[C:18]([CH3:21])[C:17]([C:22]([O:24]C)=O)=[N:16][N:15]4[C:26]=3[C:27]3[CH:32]=[CH:31][CH:30]=[CH:29][CH:28]=3)=[CH:8][CH:7]=2)[CH2:5][CH2:4][CH2:3]1.CO.[NH3:35]. No catalyst specified. The product is [NH2:1][C:2]1([C:6]2[CH:11]=[CH:10][C:9]([C:12]3[N:13]=[C:14]4[C:19]([CH3:20])=[C:18]([CH3:21])[C:17]([C:22]([NH2:35])=[O:24])=[N:16][N:15]4[C:26]=3[C:27]3[CH:32]=[CH:31][CH:30]=[CH:29][CH:28]=3)=[CH:8][CH:7]=2)[CH2:3][CH2:4][CH2:5]1. The yield is 0.770. (3) The reactants are [CH2:1]([CH:3]([CH2:7][CH:8]([CH2:12][CH3:13])[C:9]([OH:11])=[O:10])[C:4]([OH:6])=[O:5])[CH3:2].[CH2:14]([CH:16]([CH2:19][CH2:20][CH2:21][CH3:22])[CH2:17]O)[CH3:15].[OH-].[Na+]. The catalyst is O.C1(C)C=CC(S(O)(=O)=O)=CC=1.C1(C)C=CC=CC=1. The product is [CH2:1]([CH:3]([CH2:7][CH:8]([CH2:12][CH3:13])[C:9]([O:11][CH2:4][CH:3]([CH2:1][CH3:2])[CH2:7][CH2:8][CH2:12][CH3:13])=[O:10])[C:4]([O:6][CH2:17][CH:16]([CH2:14][CH3:15])[CH2:19][CH2:20][CH2:21][CH3:22])=[O:5])[CH3:2]. The yield is 0.984. (4) The reactants are [F:1][C:2]([F:14])([F:13])[C:3]1[CH:8]=[CH:7][CH:6]=[CH:5][C:4]=1[NH:9][C:10]([NH2:12])=[S:11].Br[CH2:16][C:17]([C:19]1[CH:24]=[CH:23][C:22]([O:25][CH3:26])=[C:21]([O:27][CH3:28])[CH:20]=1)=O. The catalyst is C1COCC1. The product is [CH3:28][O:27][C:21]1[CH:20]=[C:19]([C:17]2[N:12]=[C:10]([NH:9][C:4]3[CH:5]=[CH:6][CH:7]=[CH:8][C:3]=3[C:2]([F:13])([F:1])[F:14])[S:11][CH:16]=2)[CH:24]=[CH:23][C:22]=1[O:25][CH3:26]. The yield is 0.730. (5) The reactants are C([O-])(=O)C.[K+].[B:15]1([B:15]2[O:19][C:18]([CH3:21])([CH3:20])[C:17]([CH3:23])([CH3:22])[O:16]2)[O:19][C:18]([CH3:21])([CH3:20])[C:17]([CH3:23])([CH3:22])[O:16]1.Br[C:25]1[CH:30]=[CH:29][C:28]([C:31]#[N:32])=[CH:27][C:26]=1[CH3:33]. The catalyst is CN(C)C=O.C([O-])(=O)C.[Pd+2].C([O-])(=O)C. The product is [CH3:33][C:26]1[CH:27]=[C:28]([CH:29]=[CH:30][C:25]=1[B:15]1[O:16][C:17]([CH3:22])([CH3:23])[C:18]([CH3:20])([CH3:21])[O:19]1)[C:31]#[N:32]. The yield is 0.540. (6) The reactants are FC1C=CC=CC=1NC(=S)NC1C=CC(C2C=C3C(=CC=2)C(=O)N([C@@H](C(C)C)C(O)=O)C3)=CC=1.[CH3:35][CH:36]([CH3:72])[C@H:37]([N:42]1[CH2:50][C:49]2[C:44](=[CH:45][CH:46]=[C:47]([C:51]3[CH:56]=[CH:55][C:54]([NH:57][C:58]([NH:60][C:61]4[CH:66]=[CH:65][CH:64]=[CH:63][C:62]=4[C:67]([F:70])([F:69])[F:68])=[S:59])=[CH:53][CH:52]=3)[CH:48]=2)[C:43]1=[O:71])[C:38]([O:40]C)=[O:39]. No catalyst specified. The product is [CH3:35][CH:36]([CH3:72])[C@H:37]([N:42]1[CH2:50][C:49]2[C:44](=[CH:45][CH:46]=[C:47]([C:51]3[CH:52]=[CH:53][C:54]([NH:57][C:58]([NH:60][C:61]4[CH:66]=[CH:65][CH:64]=[CH:63][C:62]=4[C:67]([F:69])([F:70])[F:68])=[S:59])=[CH:55][CH:56]=3)[CH:48]=2)[C:43]1=[O:71])[C:38]([OH:40])=[O:39]. The yield is 0.910. (7) The reactants are [C:1]([O:5][C:6]([N:8]1[CH2:12][CH2:11][CH2:10][C@@H:9]1[CH2:13][O:14][C:15]1[CH:20]=[CH:19][C:18]([OH:21])=[CH:17][CH:16]=1)=[O:7])([CH3:4])([CH3:3])[CH3:2].Cl[C:23]1[S:24][C:25]2[CH:31]=[CH:30][CH:29]=[CH:28][C:26]=2[N:27]=1. No catalyst specified. The product is [C:1]([O:5][C:6]([N:8]1[CH2:12][CH2:11][CH2:10][C@@H:9]1[CH2:13][O:14][C:15]1[CH:20]=[CH:19][C:18]([O:21][C:23]2[S:24][C:25]3[CH:31]=[CH:30][CH:29]=[CH:28][C:26]=3[N:27]=2)=[CH:17][CH:16]=1)=[O:7])([CH3:4])([CH3:2])[CH3:3]. The yield is 0.750. (8) The reactants are Cl.[CH:2]1([C:5]2[C:6]([O:19][CH2:20][C:21]3([F:27])[CH2:26][CH2:25][NH:24][CH2:23][CH2:22]3)=[CH:7][C:8]([F:18])=[C:9]([CH:17]=2)[C:10]([O:12][C:13]([CH3:16])([CH3:15])[CH3:14])=[O:11])[CH2:4][CH2:3]1.[Cl:28][C:29]1[CH:34]=[C:33]([C:35]([F:38])([F:37])[F:36])[CH:32]=[C:31]([CH2:39]Cl)[C:30]=1[F:41].C(=O)([O-])[O-].[K+].[K+]. The catalyst is CN(C)C=O. The product is [Cl:28][C:29]1[C:30]([F:41])=[C:31]([CH:32]=[C:33]([C:35]([F:37])([F:38])[F:36])[CH:34]=1)[CH2:39][N:24]1[CH2:25][CH2:26][C:21]([CH2:20][O:19][C:6]2[C:5]([CH:2]3[CH2:3][CH2:4]3)=[CH:17][C:9]([C:10]([O:12][C:13]([CH3:16])([CH3:15])[CH3:14])=[O:11])=[C:8]([F:18])[CH:7]=2)([F:27])[CH2:22][CH2:23]1. The yield is 0.710.